This data is from Full USPTO retrosynthesis dataset with 1.9M reactions from patents (1976-2016). The task is: Predict the reactants needed to synthesize the given product. Given the product [OH:2][C:3]([C:17]1[O:18][C:19]2[CH:25]=[CH:24][C:23]([C:26]#[N:27])=[CH:22][C:20]=2[N:21]=1)([C:5]1[C:13]([O:14][CH3:15])=[CH:12][C:11]([CH3:16])=[C:10]2[C:6]=1[CH:7]=[CH:8][NH:9]2)[CH3:4], predict the reactants needed to synthesize it. The reactants are: C[O:2][C:3]([C:17]1[O:18][C:19]2[CH:25]=[CH:24][C:23]([C:26]#[N:27])=[CH:22][C:20]=2[N:21]=1)([C:5]1[C:13]([O:14][CH3:15])=[CH:12][C:11]([CH3:16])=[C:10]2[C:6]=1[CH:7]=[CH:8][NH:9]2)[CH3:4].CCO.